Dataset: Full USPTO retrosynthesis dataset with 1.9M reactions from patents (1976-2016). Task: Predict the reactants needed to synthesize the given product. (1) Given the product [Cl:1][C:2]1[CH:19]=[C:18]([O:20][S:30]([C:29]([F:42])([F:41])[F:28])(=[O:32])=[O:31])[CH:17]=[C:16]([Cl:21])[C:3]=1[CH2:4][N:5]1[CH2:9][CH2:8][C:7]2([CH2:10][CH2:11][CH2:12][CH2:13][CH2:14]2)[C:6]1=[O:15], predict the reactants needed to synthesize it. The reactants are: [Cl:1][C:2]1[CH:19]=[C:18]([OH:20])[CH:17]=[C:16]([Cl:21])[C:3]=1[CH2:4][N:5]1[CH2:9][CH2:8][C:7]2([CH2:14][CH2:13][CH2:12][CH2:11][CH2:10]2)[C:6]1=[O:15].N1C=CC=CC=1.[F:28][C:29]([F:42])([F:41])[S:30](O[S:30]([C:29]([F:42])([F:41])[F:28])(=[O:32])=[O:31])(=[O:32])=[O:31]. (2) Given the product [O:25]([CH2:24][C:22]1[CH:23]=[C:19]([NH:18][C:16]2[CH:15]=[CH:14][N:13]=[C:12]([NH:1][CH2:2][C:3]3[O:7][N:6]=[C:5]([C:8]([NH2:10])=[O:9])[CH:4]=3)[N:17]=2)[NH:20][N:21]=1)[C:26]1[CH:31]=[CH:30][CH:29]=[CH:28][CH:27]=1, predict the reactants needed to synthesize it. The reactants are: [NH2:1][CH2:2][C:3]1[O:7][N:6]=[C:5]([C:8]([NH2:10])=[O:9])[CH:4]=1.Cl[C:12]1[N:17]=[C:16]([NH:18][C:19]2[NH:20][N:21]=[C:22]([CH2:24][O:25][C:26]3[CH:31]=[CH:30][CH:29]=[CH:28][CH:27]=3)[CH:23]=2)[CH:15]=[CH:14][N:13]=1.